From a dataset of Full USPTO retrosynthesis dataset with 1.9M reactions from patents (1976-2016). Predict the reactants needed to synthesize the given product. (1) Given the product [Br:15][C:16]1[C:24]2[S:23][C:22]([CH:25]([C:28]3[CH:33]=[CH:32][CH:31]=[C:30]([C:34]([F:37])([F:35])[F:36])[CH:29]=3)[CH3:26])=[CH:21][C:20]=2[CH:19]=[CH:18][CH:17]=1, predict the reactants needed to synthesize it. The reactants are: C([SiH](CC)CC)C.FC(F)(F)C(O)=O.[Br:15][C:16]1[C:24]2[S:23][C:22]([C:25]([C:28]3[CH:33]=[CH:32][CH:31]=[C:30]([C:34]([F:37])([F:36])[F:35])[CH:29]=3)(O)[CH3:26])=[CH:21][C:20]=2[CH:19]=[CH:18][CH:17]=1. (2) The reactants are: [Br:1][C:2]1[CH:3]=[CH:4][C:5]2[O:9][C:8]([C:10](N)=[O:11])=[C:7]([NH:13][C:14]([NH2:16])=[O:15])[C:6]=2[CH:17]=1.[OH-].[Na+]. Given the product [Br:1][C:2]1[CH:3]=[CH:4][C:5]2[O:9][C:8]3[C:10](=[O:11])[NH:16][C:14](=[O:15])[NH:13][C:7]=3[C:6]=2[CH:17]=1, predict the reactants needed to synthesize it. (3) The reactants are: Br[CH2:2][C:3]([O:5][CH2:6][CH3:7])=[O:4].[N-:8]=[N+:9]=[N-:10].[Na+]. Given the product [N:8]([CH2:2][C:3]([O:5][CH2:6][CH3:7])=[O:4])=[N+:9]=[N-:10], predict the reactants needed to synthesize it. (4) Given the product [F:15][C:16]([F:21])([F:20])[C:17]([OH:19])=[O:18].[NH2:22][CH2:23][C:24]1[CH:34]=[CH:33][CH:32]=[CH:31][C:25]=1[C:26]([NH:14][CH:11]([CH3:13])[CH3:12])=[O:27], predict the reactants needed to synthesize it. The reactants are: C1(=O)C2C(=CC=CC=2)CO1.[CH:11]([NH2:14])([CH3:13])[CH3:12].[F:15][C:16]([F:21])([F:20])[C:17]([OH:19])=[O:18].[NH2:22][CH2:23][C:24]1[CH:34]=[CH:33][CH:32]=[CH:31][C:25]=1[C:26](NCC)=[O:27]. (5) The reactants are: [C:1]([C:3]1[S:4][C:5]2[CH:11]=[C:10]([OH:12])[CH:9]=[CH:8][C:6]=2[N:7]=1)#[N:2].C(=O)([O-])[O-].[K+].[K+].[F:19][C:20]([F:30])([F:29])[C:21]1[CH:28]=[CH:27][CH:26]=[CH:25][C:22]=1[CH2:23]Br. Given the product [C:1]([C:3]1[S:4][C:5]2[CH:11]=[C:10]([O:12][CH2:23][C:22]3[CH:25]=[CH:26][CH:27]=[CH:28][C:21]=3[C:20]([F:19])([F:29])[F:30])[CH:9]=[CH:8][C:6]=2[N:7]=1)#[N:2], predict the reactants needed to synthesize it. (6) Given the product [OH:55][C:53]([CH3:56])([CH3:54])[CH2:52][N:49]1[CH:50]=[CH:51][C:47]([NH:46][C:11](=[O:13])[C@@H:10]([N:8]2[CH2:9][C:5]([O:4][C:3]3[CH:19]=[CH:20][CH:21]=[C:22]([O:23][CH3:24])[C:2]=3[Cl:1])=[CH:6][C:7]2=[O:18])[CH2:14][CH:15]([CH3:17])[CH3:16])=[N:48]1, predict the reactants needed to synthesize it. The reactants are: [Cl:1][C:2]1[C:22]([O:23][CH3:24])=[CH:21][CH:20]=[CH:19][C:3]=1[O:4][C:5]1[CH2:9][N:8]([C@@H:10]([CH2:14][CH:15]([CH3:17])[CH3:16])[C:11]([OH:13])=O)[C:7](=[O:18])[CH:6]=1.CN(C)CCCN=C=NCC.ON1C2C=CC=CC=2N=N1.[NH2:46][C:47]1[CH:51]=[CH:50][N:49]([CH2:52][C:53]([CH3:56])([OH:55])[CH3:54])[N:48]=1. (7) Given the product [C:1]([NH:5][S:6]([C:9]1[CH:10]=[N:11][CH:12]=[C:13]([C:15]2[C:24]3[C:19](=[C:20]([C:25]4[CH:30]=[CH:29][CH:28]=[CH:27][CH:26]=4)[CH:21]=[CH:22][CH:23]=3)[C:18]([NH:31][CH2:32][C:33]3[CH:38]=[CH:37][CH:36]=[CH:35][N:34]=3)=[N:17][CH:16]=2)[CH:14]=1)(=[O:7])=[O:8])([CH3:4])([CH3:2])[CH3:3], predict the reactants needed to synthesize it. The reactants are: [C:1]([NH:5][S:6]([C:9]1[CH:10]=[N:11][CH:12]=[C:13]([C:15]2[C:24]3[C:19](=[C:20]([C:25]4[CH:30]=[CH:29][CH:28]=[CH:27][CH:26]=4)[CH:21]=[CH:22][CH:23]=3)[C:18]([NH:31][CH2:32][C:33]3[CH:38]=[CH:37][CH:36]=[CH:35][N:34]=3)=[N:17][C:16]=2Cl)[CH:14]=1)(=[O:8])=[O:7])([CH3:4])([CH3:3])[CH3:2].[H][H]. (8) Given the product [C:19]([O:18][C:16]([N:13]1[CH2:14][CH2:15][CH:10]([N:9]([C:6]2[CH:5]=[CH:4][C:3]([O:2][CH3:1])=[CH:8][CH:7]=2)[CH2:24][C:25]2[CH:30]=[CH:29][N:28]=[C:27]([C:31]3[CH:36]=[CH:35][CH:34]=[C:33]([O:37][CH3:38])[CH:32]=3)[CH:26]=2)[CH2:11][CH2:12]1)=[O:17])([CH3:22])([CH3:21])[CH3:20], predict the reactants needed to synthesize it. The reactants are: [CH3:1][O:2][C:3]1[CH:8]=[CH:7][C:6]([NH:9][CH:10]2[CH2:15][CH2:14][N:13]([C:16]([O:18][C:19]([CH3:22])([CH3:21])[CH3:20])=[O:17])[CH2:12][CH2:11]2)=[CH:5][CH:4]=1.Cl[CH2:24][C:25]1[CH:30]=[CH:29][N:28]=[C:27]([C:31]2[CH:36]=[CH:35][CH:34]=[C:33]([O:37][CH3:38])[CH:32]=2)[CH:26]=1. (9) Given the product [CH3:1][O:2][C:3]1[CH:4]=[C:5]([CH:28]=[CH:29][C:30]=1[O:31][CH2:32][C:33]1[CH:34]=[N:35][C:36]([O:39][CH3:40])=[CH:37][CH:38]=1)[CH2:6][N:7]1[C:11]2=[N:12][CH:13]=[C:14]([C:16]3[CH:17]=[CH:18][CH:19]=[CH:20][CH:21]=3)[CH:15]=[C:10]2[N:9]=[C:8]1[NH2:22], predict the reactants needed to synthesize it. The reactants are: [CH3:1][O:2][C:3]1[CH:4]=[C:5]([CH:28]=[CH:29][C:30]=1[O:31][CH2:32][C:33]1[CH:34]=[N:35][C:36]([O:39][CH3:40])=[CH:37][CH:38]=1)[CH2:6][N:7]1[C:11]2=[N:12][CH:13]=[C:14]([C:16]3[CH:21]=[CH:20][CH:19]=[CH:18][CH:17]=3)[CH:15]=[C:10]2[N:9]=[C:8]1[NH:22]C(=O)OCC.[OH-].[K+]. (10) Given the product [CH3:63][N:64]1[CH:68]=[C:67]([C:69]2[CH:70]=[CH:71][C:72]3[N:73]([C:75]([S:78][C:2]4[CH:3]=[C:4]5[C:9](=[CH:10][CH:11]=4)[N:8]=[CH:7][CH:6]=[CH:5]5)=[N:76][N:77]=3)[N:74]=2)[CH:66]=[N:65]1, predict the reactants needed to synthesize it. The reactants are: Br[C:2]1[CH:3]=[C:4]2[C:9](=[CH:10][CH:11]=1)[N:8]=[CH:7][CH:6]=[CH:5]2.C(N(C(C)C)CC)(C)C.CC1(C)C2C(=C(P(C3C=CC=CC=3)C3C=CC=CC=3)C=CC=2)OC2C(P(C3C=CC=CC=3)C3C=CC=CC=3)=CC=CC1=2.[CH3:63][N:64]1[CH:68]=[C:67]([C:69]2[CH:70]=[CH:71][C:72]3[N:73]([C:75]([SH:78])=[N:76][N:77]=3)[N:74]=2)[CH:66]=[N:65]1.